Task: Predict the reaction yield, written as a fraction of the theoretical maximum amount of product (1.0 means a 100% yield; for example, 0.34 means a 34% yield).. Dataset: Reaction yield outcomes from USPTO patents with 853,638 reactions (1) The reactants are [F:1][C:2]([F:13])([F:12])[O:3][C:4]1[CH:11]=[CH:10][C:7]([CH:8]=O)=[CH:6][CH:5]=1.[NH2:14][C:15]1[C:16](=[O:22])[N:17]([CH3:21])[CH:18]=[CH:19][CH:20]=1.C([O:25][C:26](=O)[C:27]([OH:40])=[CH:28][C:29]([C:31]1[CH:36]=[CH:35][C:34]([CH:37]([CH3:39])[CH3:38])=[CH:33][CH:32]=1)=[O:30])C. No catalyst specified. The product is [OH:40][C:27]1[C:26](=[O:25])[N:14]([C:15]2[C:16](=[O:22])[N:17]([CH3:21])[CH:18]=[CH:19][CH:20]=2)[CH:8]([C:7]2[CH:10]=[CH:11][C:4]([O:3][C:2]([F:13])([F:12])[F:1])=[CH:5][CH:6]=2)[C:28]=1[C:29](=[O:30])[C:31]1[CH:36]=[CH:35][C:34]([CH:37]([CH3:39])[CH3:38])=[CH:33][CH:32]=1. The yield is 0.100. (2) The reactants are Cl[CH2:2][CH2:3][C:4]1[C:5]2[CH:19]=[C:18]([C:20]([C:23]3[O:24][C:25]([CH2:28][CH3:29])=[N:26][N:27]=3)([CH3:22])[CH3:21])[S:17][C:6]=2[NH:7][C:8]=1[C:9]1[CH:14]=[C:13]([CH3:15])[CH:12]=[C:11]([CH3:16])[CH:10]=1.[I-].C(N(C(C)C)CC)(C)C.[NH:40]1[CH2:45][CH2:44][CH:43]([C:46]([N:48]2[CH2:53][CH2:52][O:51][CH2:50][CH2:49]2)=[O:47])[CH2:42][CH2:41]1. The catalyst is O1CCOCC1.C(OCC)C. The product is [CH3:16][C:11]1[CH:10]=[C:9]([C:8]2[NH:7][C:6]3[S:17][C:18]([C:20]([C:23]4[O:24][C:25]([CH2:28][CH3:29])=[N:26][N:27]=4)([CH3:21])[CH3:22])=[CH:19][C:5]=3[C:4]=2[CH2:3][CH2:2][N:40]2[CH2:45][CH2:44][CH:43]([C:46]([N:48]3[CH2:53][CH2:52][O:51][CH2:50][CH2:49]3)=[O:47])[CH2:42][CH2:41]2)[CH:14]=[C:13]([CH3:15])[CH:12]=1. The yield is 0.320.